From a dataset of Peptide-MHC class I binding affinity with 185,985 pairs from IEDB/IMGT. Regression. Given a peptide amino acid sequence and an MHC pseudo amino acid sequence, predict their binding affinity value. This is MHC class I binding data. (1) The peptide sequence is KFGKNHIHR. The MHC is HLA-A68:01 with pseudo-sequence HLA-A68:01. The binding affinity (normalized) is 0.00159. (2) The peptide sequence is RGDNRRGL. The MHC is HLA-B27:05 with pseudo-sequence HLA-B27:05. The binding affinity (normalized) is 0.0905. (3) The peptide sequence is VVHGYFTEV. The MHC is HLA-A02:06 with pseudo-sequence HLA-A02:06. The binding affinity (normalized) is 0.911. (4) The peptide sequence is FSDLCNFLI. The MHC is HLA-A03:01 with pseudo-sequence HLA-A03:01. The binding affinity (normalized) is 0.0847. (5) The MHC is HLA-B57:01 with pseudo-sequence HLA-B57:01. The peptide sequence is SASRAWNVWE. The binding affinity (normalized) is 0.479. (6) The binding affinity (normalized) is 0. The peptide sequence is EMLTSRGLL. The MHC is HLA-E01:03 with pseudo-sequence HLA-E01:03. (7) The peptide sequence is QQSEARRML. The MHC is HLA-A68:01 with pseudo-sequence HLA-A68:01. The binding affinity (normalized) is 0. (8) The peptide sequence is QENEIYTYF. The binding affinity (normalized) is 0.0847. The MHC is HLA-B57:01 with pseudo-sequence HLA-B57:01.